Dataset: Catalyst prediction with 721,799 reactions and 888 catalyst types from USPTO. Task: Predict which catalyst facilitates the given reaction. (1) Reactant: C[O:2][C:3](=O)[C:4]1[CH:9]=[CH:8][CH:7]=[C:6]([NH:10][C:11]2[N:16]=[C:15]([O:17][C:18]3[CH:23]=[CH:22][C:21](C(C)(C)C)=[CH:20][CH:19]=3)[N:14]=[C:13]([O:28][C:29]3[CH:34]=[CH:33][CH:32]=[CH:31][CH:30]=3)[N:12]=2)[CH:5]=1.CC(C[AlH]CC(C)C)C.C(Cl)[Cl:46].CCCCCC.CCCCCC. Product: [Cl:46][C:21]1[CH:22]=[CH:23][C:18]([O:17][C:15]2[N:14]=[C:13]([O:28][C:29]3[CH:34]=[CH:33][CH:32]=[CH:31][CH:30]=3)[N:12]=[C:11]([NH:10][C:6]3[CH:5]=[C:4]([CH2:3][OH:2])[CH:9]=[CH:8][CH:7]=3)[N:16]=2)=[CH:19][CH:20]=1. The catalyst class is: 25. (2) Reactant: [C:1]1([N:7]2[C:12](=O)C3SC=C(C4C=CC=CC=4)C=3N=C2)[CH:6]=[CH:5][CH:4]=[CH:3][CH:2]=1.[NH2:23][C:24]1[C:28]([C:29]2[CH:34]=[CH:33][CH:32]=[CH:31][C:30]=2[CH3:35])=[CH:27][S:26][C:25]=1[C:36]([O:38]C)=O.C(OCC)(OCC)OCC.[Cl:50]C1C=CC(N)=CC=1. Product: [Cl:50][C:4]1[CH:5]=[CH:6][C:1]([N:7]2[C:36](=[O:38])[C:25]3[S:26][CH:27]=[C:28]([C:29]4[CH:34]=[CH:33][CH:32]=[CH:31][C:30]=4[CH3:35])[C:24]=3[N:23]=[CH:12]2)=[CH:2][CH:3]=1. The catalyst class is: 15. (3) Reactant: [N+:1]([CH2:4][CH2:5][O:6][CH:7]1[CH2:12][CH2:11][CH2:10][CH2:9][O:8]1)([O-:3])=O.[C:13]([C:15]1[CH:20]=[C:19]([C:21]([F:24])([F:23])[F:22])[CH:18]=[C:17]([C:25]([F:28])([F:27])[F:26])[CH:16]=1)#[CH:14].N(C1C=CC=CC=1)=C=O.O. Product: [O:8]1[CH2:9][CH2:10][CH2:11][CH2:12][CH:7]1[O:6][CH2:5][C:4]1[CH:14]=[C:13]([C:15]2[CH:16]=[C:17]([C:25]([F:26])([F:27])[F:28])[CH:18]=[C:19]([C:21]([F:22])([F:23])[F:24])[CH:20]=2)[O:3][N:1]=1. The catalyst class is: 10. (4) Reactant: [NH4+].[Cl-].[F:3][C:4]1[CH:36]=[CH:35][C:7]([CH2:8][N:9]([CH3:34])[C:10](=[O:33])[C@@H:11]([NH:18][C:19]([C:21]2[S:22][C:23]3[CH:29]=[C:28]([N+:30]([O-])=O)[CH:27]=[CH:26][C:24]=3[N:25]=2)=[O:20])[C:12]2[CH:17]=[CH:16][CH:15]=[CH:14][CH:13]=2)=[CH:6][CH:5]=1. Product: [NH2:30][C:28]1[CH:27]=[CH:26][C:24]2[N:25]=[C:21]([C:19]([NH:18][C@@H:11]([C:12]3[CH:17]=[CH:16][CH:15]=[CH:14][CH:13]=3)[C:10]([N:9]([CH2:8][C:7]3[CH:35]=[CH:36][C:4]([F:3])=[CH:5][CH:6]=3)[CH3:34])=[O:33])=[O:20])[S:22][C:23]=2[CH:29]=1. The catalyst class is: 406.